This data is from Forward reaction prediction with 1.9M reactions from USPTO patents (1976-2016). The task is: Predict the product of the given reaction. (1) The product is: [S:21]1[C:12]([N:3]2[C:2](=[O:1])[C:10]3[C:5](=[CH:6][CH:7]=[CH:8][CH:9]=3)[C:4]2=[O:11])=[CH:13][N:14]=[N:15]1. Given the reactants [O:1]=[C:2]1[C:10]2[C:5](=[CH:6][CH:7]=[CH:8][CH:9]=2)[C:4](=[O:11])[N:3]1[CH2:12]/[CH:13]=[N:14]/[NH:15]C(OCC)=O.[S:21](Cl)(Cl)=O, predict the reaction product. (2) Given the reactants [CH3:1][C:2]1[CH:7]=[CH:6][C:5]([NH:8][S:9]([C:12]2[CH:17]=[CH:16][CH:15]=[C:14]([CH3:18])[CH:13]=2)(=[O:11])=[O:10])=[CH:4][C:3]=1[NH:19][C:20]([CH2:22][C:23]1[CH:30]=[CH:29][C:26]([C:27]#[N:28])=[CH:25][CH:24]=1)=[O:21].Cl.C(=O)([O-])[O-].[NH4+:36].[NH4+], predict the reaction product. The product is: [CH3:1][C:2]1[CH:7]=[CH:6][C:5]([NH:8][S:9]([C:12]2[CH:17]=[CH:16][CH:15]=[C:14]([CH3:18])[CH:13]=2)(=[O:11])=[O:10])=[CH:4][C:3]=1[NH:19][C:20]([CH2:22][C:23]1[CH:24]=[CH:25][C:26]([C:27]([NH2:36])=[NH:28])=[CH:29][CH:30]=1)=[O:21].